This data is from CYP2C19 inhibition data for predicting drug metabolism from PubChem BioAssay. The task is: Regression/Classification. Given a drug SMILES string, predict its absorption, distribution, metabolism, or excretion properties. Task type varies by dataset: regression for continuous measurements (e.g., permeability, clearance, half-life) or binary classification for categorical outcomes (e.g., BBB penetration, CYP inhibition). Dataset: cyp2c19_veith. The molecule is CS(=O)(=O)Nc1cccc(-c2ccc3ncnc(NCCN4CCOCC4)c3c2)c1. The result is 0 (non-inhibitor).